From a dataset of Experimentally validated miRNA-target interactions with 360,000+ pairs, plus equal number of negative samples. Binary Classification. Given a miRNA mature sequence and a target amino acid sequence, predict their likelihood of interaction. (1) The miRNA is hsa-miR-520d-3p with sequence AAAGUGCUUCUCUUUGGUGGGU. The protein sequence of the target gene is MAVVPASLSGQDVGSFAYLTIKDRIPQILTKVIDTLHRHKSEFFEKHGEEGVEAEKKAISLLSKLRNELQTDKPFIPLVEKFVDTDIWNQYLEYQQSLLNESDGKSRWFYSPWLLVECYMYRRIHEAIIQSPPIDYFDVFKESKEQNFYGSQESIIALCTHLQQLIRTIEDLDENQLKDEFFKLLQISLWGNKCDLSLSGGESSSQNTNVLNSLEDLKPFILLNDMEHLWSLLSNCKKTREKASATRVYIVLDNSGFELVTDLILADFLLSSELATEVHFYGKTIPWFVSDTTIHDFNWL.... Result: 1 (interaction). (2) The miRNA is mmu-miR-582-3p with sequence UAACCUGUUGAACAACUGAAC. The protein sequence of the target gene is MAADDDNGDGTSLFDVFSASPLKNNDEGSLDIYAGLDSAVSDSASKSCVPSRNCLDLYEEILTEEGTAKEATYNDLQVEYGKCQLQMKELMKKFKEIQTQNFSLINENQSLKKNISALIKTARVEINRKDEEISNLHQRLSEFPHFRNNHKTARTFDTVKTKDLKSRSPHLDDCSKTDHRAKSDVSKDVHHSTSLPNLEKEGKPHSDKRSTSHLPTSVEKHCTNGVWSRSHYQVGEGSSNEDSRRGRKDIRHSQFNRGTERVRKDLSTGCGDGEPRILEASQRLQGHPEKYGKGEPKTES.... Result: 0 (no interaction).